Dataset: Forward reaction prediction with 1.9M reactions from USPTO patents (1976-2016). Task: Predict the product of the given reaction. (1) Given the reactants [C:1]12([CH2:11][NH:12][C:13]([C:15]3[N:20]4[CH:21]=[C:22]([CH2:24][CH2:25]O)[N:23]=[C:19]4[CH:18]=[CH:17][CH:16]=3)=[O:14])[CH2:10][CH:5]3[CH2:6][CH:7]([CH2:9][CH:3]([CH2:4]3)[CH2:2]1)[CH2:8]2.[C:27]1(=[O:37])[NH:31][C:30](=[O:32])[C:29]2=[CH:33][CH:34]=[CH:35][CH:36]=[C:28]12.C1C=CC(P(C2C=CC=CC=2)C2C=CC=CC=2)=CC=1.CC(OC(/N=N/C(OC(C)C)=O)=O)C, predict the reaction product. The product is: [C:1]12([CH2:11][NH:12][C:13]([C:15]3[N:20]4[CH:21]=[C:22]([CH2:24][CH2:25][N:31]5[C:27](=[O:37])[C:28]6[C:29](=[CH:33][CH:34]=[CH:35][CH:36]=6)[C:30]5=[O:32])[N:23]=[C:19]4[CH:18]=[CH:17][CH:16]=3)=[O:14])[CH2:8][CH:7]3[CH2:6][CH:5]([CH2:4][CH:3]([CH2:9]3)[CH2:2]1)[CH2:10]2. (2) Given the reactants CS(Cl)(=O)=O.C(N(CC)CC)C.[Cl:13][C:14]1[CH:19]=[CH:18][C:17]([S:20]([N:23]2[C:27]3[CH2:28][CH:29]4[N:34]([S:35]([C:38]5[CH:43]=[CH:42][C:41]([Cl:44])=[CH:40][CH:39]=5)(=[O:37])=[O:36])[CH:33]([C:26]=3[CH:25]=[N:24]2)[CH2:32][CH:31]([CH:45]=[N:46]O)[CH2:30]4)(=[O:22])=[O:21])=[CH:16][CH:15]=1.[Cl:48][C:49]1[CH:54]=[CH:53][C:52]([S:55]([N:58]2[CH2:62][C:61]3[CH:63]4[N:69]([S:70]([C:73]5[CH:78]=[CH:77][C:76]([Cl:79])=[CH:75][CH:74]=5)(=[O:72])=[O:71])[CH:67]([CH2:68][C:60]=3[NH:59]2)[CH2:66][CH:65]([CH:80]=[N:81]O)[CH2:64]4)(=[O:57])=[O:56])=[CH:51][CH:50]=1, predict the reaction product. The product is: [Cl:13][C:14]1[CH:15]=[CH:16][C:17]([S:20]([N:23]2[C:27]3[CH2:28][CH:29]4[N:34]([S:35]([C:38]5[CH:39]=[CH:40][C:41]([Cl:44])=[CH:42][CH:43]=5)(=[O:37])=[O:36])[CH:33]([C:26]=3[CH:25]=[N:24]2)[CH2:32][CH:31]([C:45]#[N:46])[CH2:30]4)(=[O:22])=[O:21])=[CH:18][CH:19]=1.[Cl:48][C:49]1[CH:50]=[CH:51][C:52]([S:55]([N:58]2[CH:62]=[C:61]3[CH:63]4[N:69]([S:70]([C:73]5[CH:74]=[CH:75][C:76]([Cl:79])=[CH:77][CH:78]=5)(=[O:72])=[O:71])[CH:67]([CH2:68][C:60]3=[N:59]2)[CH2:66][CH:65]([C:80]#[N:81])[CH2:64]4)(=[O:57])=[O:56])=[CH:53][CH:54]=1. (3) The product is: [CH:1]([C:4]1[C:13]([O:14][CH2:15][CH2:16][CH2:17][CH2:18][CH2:19][CH2:20][CH2:21][CH2:22]/[CH:23]=[CH:24]\[CH2:25]/[CH:26]=[CH:27]\[CH2:28][CH2:29][CH2:30][CH2:31][CH3:32])=[CH:12][C:7]([CH2:8][OH:9])=[CH:6][C:5]=1[O:33][CH2:34][CH2:35][CH2:36][CH2:37][CH2:38][CH2:39][CH2:40][CH2:41]/[CH:42]=[CH:43]\[CH2:44]/[CH:45]=[CH:46]\[CH2:47][CH2:48][CH2:49][CH2:50][CH3:51])([CH3:2])[CH3:3]. Given the reactants [CH:1]([C:4]1[C:13]([O:14][CH2:15][CH2:16][CH2:17][CH2:18][CH2:19][CH2:20][CH2:21][CH2:22]/[CH:23]=[CH:24]\[CH2:25]/[CH:26]=[CH:27]\[CH2:28][CH2:29][CH2:30][CH2:31][CH3:32])=[CH:12][C:7]([C:8](OC)=[O:9])=[CH:6][C:5]=1[O:33][CH2:34][CH2:35][CH2:36][CH2:37][CH2:38][CH2:39][CH2:40][CH2:41]/[CH:42]=[CH:43]\[CH2:44]/[CH:45]=[CH:46]\[CH2:47][CH2:48][CH2:49][CH2:50][CH3:51])([CH3:3])[CH3:2].[H-].[Al+3].[Li+].[H-].[H-].[H-], predict the reaction product. (4) Given the reactants COC(=O)N=[C:5](SC)[C:6]([C:20]1[CH:25]=[C:24]([CH2:26][O:27][CH3:28])[C:23]([O:29][CH3:30])=[C:22]([O:31][CH3:32])[CH:21]=1)=[N:7][C:8]1[CH:13]=[CH:12][C:11]([C:14]2[N:18]=[C:17]([CH3:19])[O:16][N:15]=2)=[CH:10][CH:9]=1.[NH:36]([C:38]1[N:43]=[CH:42]C=[CH:40][N:39]=1)[NH2:37].C(N(CC)CC)C.[CH3:51][N:52]([CH:54]=[O:55])C, predict the reaction product. The product is: [CH3:32][O:31][C:22]1[CH:21]=[C:20]([CH:6]([NH:7][C:8]2[CH:9]=[CH:10][C:11]([C:14]3[N:18]=[C:17]([CH3:19])[O:16][N:15]=3)=[CH:12][CH:13]=2)[C:5]2[CH:40]=[N:39][C:38]([N:36]3[C:54](=[O:55])[NH:52][CH:51]=[N:37]3)=[N:43][CH:42]=2)[CH:25]=[C:24]([CH2:26][O:27][CH3:28])[C:23]=1[O:29][CH3:30]. (5) Given the reactants Cl[C:2]1[N:7]=[C:6]2[CH:8]=[C:9]([C:19]([O:21][CH2:22][C:23]3[CH:28]=[CH:27][CH:26]=[C:25]([F:29])[CH:24]=3)=[O:20])[N:10]([CH2:11][C:12]3[CH:17]=[CH:16][CH:15]=[C:14]([F:18])[CH:13]=3)[C:5]2=[CH:4][CH:3]=1.[NH:30]([C:39]([O:41][C:42]([CH3:45])([CH3:44])[CH3:43])=[O:40])[NH:31][C:32]([O:34][C:35]([CH3:38])([CH3:37])[CH3:36])=[O:33].C([O-])([O-])=O.[Cs+].[Cs+], predict the reaction product. The product is: [F:18][C:14]1[CH:13]=[C:12]([CH:17]=[CH:16][CH:15]=1)[CH2:11][N:10]1[C:5]2[C:6](=[N:7][C:2]([N:30]([C:39]([O:41][C:42]([CH3:45])([CH3:44])[CH3:43])=[O:40])[NH:31][C:32]([O:34][C:35]([CH3:36])([CH3:37])[CH3:38])=[O:33])=[CH:3][CH:4]=2)[CH:8]=[C:9]1[C:19]([O:21][CH2:22][C:23]1[CH:28]=[CH:27][CH:26]=[C:25]([F:29])[CH:24]=1)=[O:20]. (6) Given the reactants [C:1]1(=[O:11])[C:9]2[C:4](=[CH:5][CH:6]=[CH:7][CH:8]=2)[C:3](=[O:10])O1.[CH2:12]1[CH:17]([NH2:18])[CH2:16][CH2:15][CH:14]([OH:19])[CH2:13]1.O, predict the reaction product. The product is: [CH2:16]1[CH:17]([N:18]2[C:3](=[O:10])[C:4]3[C:9](=[CH:8][CH:7]=[CH:6][CH:5]=3)[C:1]2=[O:11])[CH2:12][CH2:13][CH:14]([OH:19])[CH2:15]1. (7) Given the reactants [C:1]([O:5][C:6]([N:8]1[CH2:17][CH2:16][C:15]2[C:10](=[C:11]([NH:18][CH2:19][C:20]([O:22][CH2:23][CH3:24])=[O:21])[CH:12]=[CH:13][CH:14]=2)[CH2:9]1)=[O:7])([CH3:4])([CH3:3])[CH3:2].[C:25](O[C:25]([C:27]([F:30])([F:29])[F:28])=[O:26])([C:27]([F:30])([F:29])[F:28])=[O:26].C([O-])(O)=O.[Na+], predict the reaction product. The product is: [C:1]([O:5][C:6]([N:8]1[CH2:17][CH2:16][C:15]2[C:10](=[C:11]([N:18]([CH2:19][C:20]([O:22][CH2:23][CH3:24])=[O:21])[C:25](=[O:26])[C:27]([F:30])([F:29])[F:28])[CH:12]=[CH:13][CH:14]=2)[CH2:9]1)=[O:7])([CH3:4])([CH3:3])[CH3:2].